Dataset: Forward reaction prediction with 1.9M reactions from USPTO patents (1976-2016). Task: Predict the product of the given reaction. (1) Given the reactants C([O:4][CH2:5][C:6]1[C:7]([N:35]2[CH2:46][CH2:45][N:44]3[C:37](=[CH:38][C:39]4[CH2:40][C:41]([CH3:48])([CH3:47])[CH2:42][C:43]=43)[C:36]2=[O:49])=[N:8][CH:9]=[CH:10][C:11]=1[C:12]1[CH:17]=[C:16]([NH:18][C:19]2[CH:32]=[C:22]3[CH2:23][N:24]([CH:27]([CH3:31])[CH2:28][O:29][CH3:30])[CH2:25][CH2:26][N:21]3[N:20]=2)[C:15](=[O:33])[N:14]([CH3:34])[CH:13]=1)(=O)C.[OH-].[Li+], predict the reaction product. The product is: [OH:4][CH2:5][C:6]1[C:7]([N:35]2[CH2:46][CH2:45][N:44]3[C:43]4[CH2:42][C:41]([CH3:48])([CH3:47])[CH2:40][C:39]=4[CH:38]=[C:37]3[C:36]2=[O:49])=[N:8][CH:9]=[CH:10][C:11]=1[C:12]1[CH:17]=[C:16]([NH:18][C:19]2[CH:32]=[C:22]3[CH2:23][N:24]([C@H:27]([CH3:31])[CH2:28][O:29][CH3:30])[CH2:25][CH2:26][N:21]3[N:20]=2)[C:15](=[O:33])[N:14]([CH3:34])[CH:13]=1. (2) Given the reactants [Br:1][C:2]1[CH:3]=[C:4]([CH3:27])[C:5]([CH:8]2[CH2:13][CH:12]([S:14]([C:17]3[CH:22]=[CH:21][CH:20]=[C:19]([C:23]([F:26])([F:25])[F:24])[CH:18]=3)(=[O:16])=[O:15])[CH2:11][CH2:10][O:9]2)=[N:6][CH:7]=1.[CH3:28]C([O-])(C)C.[K+], predict the reaction product. The product is: [Br:1][C:2]1[CH:3]=[C:4]([CH3:27])[C:5]([CH:8]2[CH2:13][C:12]([CH3:28])([S:14]([C:17]3[CH:22]=[CH:21][CH:20]=[C:19]([C:23]([F:26])([F:25])[F:24])[CH:18]=3)(=[O:16])=[O:15])[CH2:11][CH2:10][O:9]2)=[N:6][CH:7]=1. (3) Given the reactants [F:1][C:2]1[CH:3]=[C:4]([C:8]#[C:9][C:10]2[CH:17]=[CH:16][C:13]([C:14]#[N:15])=[CH:12][CH:11]=2)[CH:5]=[CH:6][CH:7]=1.Cl.[NH2:19][OH:20].C([O-])(O)=O.[Na+], predict the reaction product. The product is: [F:1][C:2]1[CH:3]=[C:4]([C:8]#[C:9][C:10]2[CH:11]=[CH:12][C:13]([C:14](=[N:19][OH:20])[NH2:15])=[CH:16][CH:17]=2)[CH:5]=[CH:6][CH:7]=1. (4) Given the reactants [CH2:1]([C:3]1([CH2:18][CH2:19]O)[C:8]2[NH:9][C:10]3[C:15]([C:7]=2[CH2:6][CH2:5][O:4]1)=[CH:14][CH:13]=[CH:12][C:11]=3[CH2:16][CH3:17])[CH3:2].CCN(S(F)(F)[F:27])CC, predict the reaction product. The product is: [CH2:1]([C:3]1([CH2:18][CH2:19][F:27])[C:8]2[NH:9][C:10]3[C:15]([C:7]=2[CH2:6][CH2:5][O:4]1)=[CH:14][CH:13]=[CH:12][C:11]=3[CH2:16][CH3:17])[CH3:2]. (5) Given the reactants Cl.[NH2:2][C@@H:3]([CH2:17][CH:18]1[CH2:23][CH2:22][CH2:21][CH2:20][O:19]1)[C:4]([NH:6][C:7]1[CH:11]=[CH:10][N:9]([CH2:12][C:13]([OH:16])([CH3:15])[CH3:14])[N:8]=1)=[O:5].C(N(CC)CC)C.Cl.OC(C)(C)CN1C=CC(NC(=O)[C@@H](N2[CH2:51][C:50]([O:52][C:53]3[CH:58]=[CH:57][CH:56]=[C:55]([Cl:59])[C:54]=3[Cl:60])=[CH:49][C:48]2=[O:61])CC(C)C)=N1, predict the reaction product. The product is: [Cl:60][C:54]1[C:55]([Cl:59])=[CH:56][CH:57]=[CH:58][C:53]=1[O:52][C:50]1[CH2:51][N:2]([C@@H:3]([CH2:17][CH:18]2[CH2:23][CH2:22][CH2:21][CH2:20][O:19]2)[C:4]([NH:6][C:7]2[CH:11]=[CH:10][N:9]([CH2:12][C:13]([OH:16])([CH3:14])[CH3:15])[N:8]=2)=[O:5])[C:48](=[O:61])[CH:49]=1.